This data is from Full USPTO retrosynthesis dataset with 1.9M reactions from patents (1976-2016). The task is: Predict the reactants needed to synthesize the given product. (1) Given the product [ClH:28].[CH3:37][O:36][C:32]1[CH:31]=[C:30]([CH:35]=[CH:34][CH:33]=1)[CH2:29][S:14][C:11]1[CH:10]=[C:9]([O:21][C:22]2[CH:27]=[CH:26][CH:25]=[CH:24][CH:23]=2)[C:8]([NH:7][C:4]2[S:5][CH:6]=[C:2]([CH3:1])[N:3]=2)=[N:13][CH:12]=1, predict the reactants needed to synthesize it. The reactants are: [CH3:1][C:2]1[N:3]=[C:4]([NH:7][C:8]2[N:13]=[CH:12][C:11]([S:14]CCC(OC)=O)=[CH:10][C:9]=2[O:21][C:22]2[CH:27]=[CH:26][CH:25]=[CH:24][CH:23]=2)[S:5][CH:6]=1.[Cl:28][CH2:29][C:30]1[CH:35]=[CH:34][CH:33]=[C:32]([O:36][CH3:37])[CH:31]=1. (2) Given the product [Br:16][C:17]1[CH:21]=[CH:20][O:19][C:18]=1[CH2:22][O:1][Si:9]([C:12]([CH3:15])([CH3:14])[CH3:13])([CH3:11])[CH3:10], predict the reactants needed to synthesize it. The reactants are: [O:1]([Si:9]([C:12]([CH3:15])([CH3:14])[CH3:13])([CH3:11])[CH3:10])S(C(F)(F)F)(=O)=O.[Br:16][C:17]1[CH:21]=[CH:20][O:19][C:18]=1[CH2:22]O.N1C=CC=CC=1.